This data is from Full USPTO retrosynthesis dataset with 1.9M reactions from patents (1976-2016). The task is: Predict the reactants needed to synthesize the given product. Given the product [OH:36][CH2:35][C@H:30]([NH:29][C:3](=[O:12])[C:4]1[CH:9]=[C:8]([C:23]2[CH:24]=[CH:25][C:20]([O:19][CH3:18])=[CH:21][CH:22]=2)[C:7]([N:13]2[CH2:17][CH2:16][CH2:15][CH2:14]2)=[N:6][CH:5]=1)[CH2:31][CH:32]([CH3:34])[CH3:33], predict the reactants needed to synthesize it. The reactants are: CO[C:3](=[O:12])[C:4]1[CH:9]=[C:8](Br)[C:7](Cl)=[N:6][CH:5]=1.[NH:13]1[CH2:17][CH2:16][CH2:15][CH2:14]1.[CH3:18][O:19][C:20]1[CH:25]=[CH:24][C:23](B(O)O)=[CH:22][CH:21]=1.[NH2:29][C@@H:30]([CH2:35][OH:36])[CH2:31][CH:32]([CH3:34])[CH3:33].